From a dataset of Forward reaction prediction with 1.9M reactions from USPTO patents (1976-2016). Predict the product of the given reaction. (1) Given the reactants [CH3:1][CH:2]([C:4]1[N:8]([CH2:9][C:10]2[C:19]3[C:14](=[CH:15][CH:16]=[CH:17][CH:18]=3)[CH:13]=[CH:12][CH:11]=2)[C:7]2[CH:20]=[C:21]([N:27]3[CH2:32][CH2:31][O:30][CH2:29][CH2:28]3)[CH:22]=[C:23]([N+:24]([O-])=O)[C:6]=2[N:5]=1)[CH3:3].C([O-])([O-])=O.[Na+].[Na+], predict the reaction product. The product is: [CH3:3][CH:2]([C:4]1[N:8]([CH2:9][C:10]2[C:19]3[C:14](=[CH:15][CH:16]=[CH:17][CH:18]=3)[CH:13]=[CH:12][CH:11]=2)[C:7]2[CH:20]=[C:21]([N:27]3[CH2:28][CH2:29][O:30][CH2:31][CH2:32]3)[CH:22]=[C:23]([NH2:24])[C:6]=2[N:5]=1)[CH3:1]. (2) The product is: [F:1][C:2]1[C:11]([CH2:12][C:13]2[N:17]3[N:18]=[C:19]([C:22]4[CH:23]=[N:24][N:25]([CH2:27][CH2:28][OH:29])[CH:26]=4)[CH:20]=[CH:21][C:16]3=[N:15][CH:14]=2)=[C:10]([F:36])[CH:9]=[C:8]2[C:3]=1[CH:4]=[CH:5][CH:6]=[N:7]2. Given the reactants [F:1][C:2]1[C:11]([CH2:12][C:13]2[N:17]3[N:18]=[C:19]([C:22]4[CH:23]=[N:24][N:25]([CH2:27][CH2:28][O:29]C5CCCCO5)[CH:26]=4)[CH:20]=[CH:21][C:16]3=[N:15][CH:14]=2)=[C:10]([F:36])[CH:9]=[C:8]2[C:3]=1[CH:4]=[CH:5][CH:6]=[N:7]2.Cl, predict the reaction product. (3) Given the reactants [Cl:1][C:2]1[CH:7]=[C:6]([N+:8]([O-])=O)[CH:5]=[CH:4][C:3]=1[C:11]1[CH:12]=[N:13][CH:14]=[CH:15][C:16]=1[CH3:17], predict the reaction product. The product is: [Cl:1][C:2]1[CH:7]=[C:6]([CH:5]=[CH:4][C:3]=1[C:11]1[CH:12]=[N:13][CH:14]=[CH:15][C:16]=1[CH3:17])[NH2:8]. (4) The product is: [CH3:32][O:35][C:6]1[CH:5]=[CH:4][C:3]([N:8]2[C:16]3[CH:15]=[CH:14][CH:13]=[C:12]([NH2:17])[C:11]=3[CH:10]=[N:9]2)=[CH:2][CH:7]=1. Given the reactants F[C:2]1[CH:7]=[CH:6][CH:5]=[CH:4][C:3]=1[N:8]1[C:16]2[CH:15]=[CH:14][CH:13]=[C:12]([NH2:17])[C:11]=2[CH:10]=[N:9]1.N1C2C=CC=C(N)C=2C=N1.IC1C=C[C:32]([O:35]C)=CC=1, predict the reaction product. (5) Given the reactants C[O:2][C:3]([C:5]1([C:8]2[CH:9]=[N:10][CH:11]=[CH:12][CH:13]=2)[CH2:7][CH2:6]1)=O.[H-].[H-].[H-].[H-].[Li+].[Al+3], predict the reaction product. The product is: [N:10]1[CH:11]=[CH:12][CH:13]=[C:8]([C:5]2([CH2:3][OH:2])[CH2:6][CH2:7]2)[CH:9]=1. (6) Given the reactants [K].CC(C)([O-])C.[OH:7][C:8]1[CH:22]=[CH:21][CH:20]=[CH:19][C:9]=1[CH2:10]P(=O)(OCC)OCC.[C:23]1([CH3:45])[CH:28]=[CH:27][C:26]([N:29]([C:38]2[CH:43]=[CH:42][C:41]([CH3:44])=[CH:40][CH:39]=2)[C:30]2[CH:37]=[CH:36][C:33]([CH:34]=O)=[CH:32][CH:31]=2)=[CH:25][CH:24]=1.Cl, predict the reaction product. The product is: [OH:7][C:8]1[CH:22]=[CH:21][CH:20]=[CH:19][C:9]=1[CH:10]=[CH:44][C:41]1[CH:40]=[CH:39][C:38]([N:29]([C:30]2[CH:37]=[CH:36][C:33]([CH3:34])=[CH:32][CH:31]=2)[C:26]2[CH:27]=[CH:28][C:23]([CH3:45])=[CH:24][CH:25]=2)=[CH:43][CH:42]=1.